This data is from Catalyst prediction with 721,799 reactions and 888 catalyst types from USPTO. The task is: Predict which catalyst facilitates the given reaction. (1) Reactant: Cl[CH2:2][CH2:3][CH2:4][CH2:5][O:6][C:7]1[CH:8]=[N:9][CH:10]=[CH:11][CH:12]=1.[OH-].[NH4+:14]. Product: [N:9]1[CH:10]=[CH:11][CH:12]=[C:7]([O:6][CH2:5][CH2:4][CH2:3][CH2:2][NH2:14])[CH:8]=1. The catalyst class is: 5. (2) Reactant: C([O:4][CH:5]1[O:22][C@H:21]([C:23]([O:25][CH3:26])=[O:24])[C@@H:16]([O:17][C:18](=[O:20])[CH3:19])[C@H:11]([O:12][C:13](=[O:15])[CH3:14])[C@H:6]1[O:7][C:8](=[O:10])[CH3:9])(=O)C.C(N)C1C=CC=CC=1. Product: [C:8]([O:7][C@@H:6]1[C@@H:11]([O:12][C:13](=[O:15])[CH3:14])[C@H:16]([O:17][C:18](=[O:20])[CH3:19])[C@@H:21]([C:23]([O:25][CH3:26])=[O:24])[O:22][CH:5]1[OH:4])(=[O:10])[CH3:9]. The catalyst class is: 3. (3) Reactant: C([O:3][C:4]([C:6]1[S:10][C:9]([NH2:11])=[N:8][C:7]=1[C:12]([F:15])([F:14])[F:13])=[O:5])C.C(N(CC)CC)C.[CH3:23][S:24](O[S:24]([CH3:23])(=[O:26])=[O:25])(=[O:26])=[O:25].Cl. Product: [CH3:23][S:24]([NH:11][C:9]1[S:10][C:6]([C:4]([OH:3])=[O:5])=[C:7]([C:12]([F:15])([F:14])[F:13])[N:8]=1)(=[O:26])=[O:25]. The catalyst class is: 1. (4) Reactant: C[O:2][C:3]1[CH:4]=[CH:5][C:6]2[C:7]([CH:25]=1)=[C:8]([CH2:22][CH2:23][CH3:24])[CH:9]=[C:10]1[C:15]=2[O:14][CH2:13][C:12]2[CH:16]=[C:17]([O:20]C)[CH:18]=[CH:19][C:11]1=2.B(Br)(Br)Br.O. Product: [CH2:22]([C:8]1[CH:9]=[C:10]2[C:15](=[C:6]3[CH:5]=[CH:4][C:3]([OH:2])=[CH:25][C:7]=13)[O:14][CH2:13][C:12]1[CH:16]=[C:17]([OH:20])[CH:18]=[CH:19][C:11]2=1)[CH2:23][CH3:24]. The catalyst class is: 2. (5) Reactant: [NH2:1][C:2]1[CH:19]=[CH:18][C:17]([C:20]([F:23])([F:22])[F:21])=[CH:16][C:3]=1[O:4][CH2:5][C:6]1[CH:15]=[CH:14][C:9]([C:10]([O:12][CH3:13])=[O:11])=[CH:8][CH:7]=1.C1(P(C2C=CC=CC=2)C2C=CC=CC=2)C=CC=CC=1.[CH:43]1([S:48](Cl)(=O)=[O:49])[CH2:47][CH2:46][CH2:45][CH2:44]1.O. Product: [CH:43]1([S:48]([NH:1][C:2]2[CH:19]=[CH:18][C:17]([C:20]([F:21])([F:22])[F:23])=[CH:16][C:3]=2[O:4][CH2:5][C:6]2[CH:7]=[CH:8][C:9]([C:10]([O:12][CH3:13])=[O:11])=[CH:14][CH:15]=2)=[O:49])[CH2:47][CH2:46][CH2:45][CH2:44]1. The catalyst class is: 202. (6) Reactant: [Br:1]N1C(=O)CCC1=O.[Cl:9][C:10]1[C:15]2[N:16]([CH2:19][C@H:20]3[CH2:25][CH2:24][C@H:23]([CH3:26])[CH2:22][CH2:21]3)[CH:17]=[N:18][C:14]=2[CH:13]=[C:12]([Cl:27])[N:11]=1. The catalyst class is: 452. Product: [Br:1][C:17]1[N:16]([CH2:19][C@H:20]2[CH2:25][CH2:24][C@H:23]([CH3:26])[CH2:22][CH2:21]2)[C:15]2[C:10]([Cl:9])=[N:11][C:12]([Cl:27])=[CH:13][C:14]=2[N:18]=1. (7) Reactant: [Br:1][C:2]1[CH:11]=[C:10]2[C:5]([C:6](=O)[CH2:7][CH2:8][O:9]2)=[CH:4][CH:3]=1.Cl.[NH2:14][OH:15].C([O-])(=O)C.[Na+]. Product: [Br:1][C:2]1[CH:11]=[C:10]2[C:5]([C:6](=[N:14][OH:15])[CH2:7][CH2:8][O:9]2)=[CH:4][CH:3]=1. The catalyst class is: 8.